Dataset: Full USPTO retrosynthesis dataset with 1.9M reactions from patents (1976-2016). Task: Predict the reactants needed to synthesize the given product. (1) Given the product [C:1]([C:5]1[O:9][N:8]=[C:7]([C:10]2[CH:15]=[C:14]([O:26][CH:23]3[CH2:24][CH2:25][O:20][CH2:21][CH2:22]3)[C:13]([CH:17]3[CH2:19][CH2:18]3)=[CH:12][N:11]=2)[N:6]=1)([CH3:4])([CH3:3])[CH3:2], predict the reactants needed to synthesize it. The reactants are: [C:1]([C:5]1[O:9][N:8]=[C:7]([C:10]2[CH:15]=[C:14](Cl)[C:13]([CH:17]3[CH2:19][CH2:18]3)=[CH:12][N:11]=2)[N:6]=1)([CH3:4])([CH3:3])[CH3:2].[O:20]1[CH2:25][CH2:24][CH:23]([OH:26])[CH2:22][CH2:21]1. (2) Given the product [CH2:1]([O:8][C:9]1[CH:14]=[CH:13][C:12]2[N:15]([CH2:16][C:17]3[CH:27]=[CH:26][C:20]4[N:21]=[C:22]([S:24][CH3:25])[S:23][C:19]=4[CH:18]=3)[CH:29]=[N:28][C:11]=2[CH:10]=1)[C:2]1[CH:3]=[CH:4][CH:5]=[CH:6][CH:7]=1, predict the reactants needed to synthesize it. The reactants are: [CH2:1]([O:8][C:9]1[CH:10]=[C:11]([NH2:28])[C:12]([NH:15][CH2:16][C:17]2[CH:27]=[CH:26][C:20]3[N:21]=[C:22]([S:24][CH3:25])[S:23][C:19]=3[CH:18]=2)=[CH:13][CH:14]=1)[C:2]1[CH:7]=[CH:6][CH:5]=[CH:4][CH:3]=1.[CH2:29](OC(OCC)OCC)C. (3) Given the product [CH2:7]([O:14][C:15]1[CH:16]=[C:17]2[C:21](=[CH:22][CH:23]=1)[NH:20][CH:19]=[C:18]2[CH:24]1[CH2:28][CH2:27][NH:26][CH2:25]1)[C:8]1[CH:9]=[CH:10][CH:11]=[CH:12][CH:13]=1, predict the reactants needed to synthesize it. The reactants are: [H-].[Al+3].[Li+].[H-].[H-].[H-].[CH2:7]([O:14][C:15]1[CH:16]=[C:17]2[C:21](=[CH:22][CH:23]=1)[NH:20][CH:19]=[C:18]2[CH:24]1[CH2:28][C:27](=O)[NH:26][C:25]1=O)[C:8]1[CH:13]=[CH:12][CH:11]=[CH:10][CH:9]=1. (4) The reactants are: [CH2:1]([N:5]1[CH:10]=[C:9]([CH3:11])[CH:8]=[C:7]([OH:12])[C:6]1=[S:13])[CH2:2][CH2:3][CH3:4].[H-].[Na+].[CH3:16][N:17]([CH:19]=[O:20])C. Given the product [O:20]1[C:6]2[CH:7]=[CH:8][CH:9]=[CH:10][C:16]=2[N:17]=[C:19]1[O:12][C:7]1[C:6](=[S:13])[N:5]([CH2:1][CH2:2][CH2:3][CH3:4])[CH:10]=[C:9]([CH3:11])[CH:8]=1, predict the reactants needed to synthesize it. (5) Given the product [CH2:17]([O:16][C:14](=[O:15])[C:13]([C:11]#[N:12])=[C:8]([C:3]1[CH:4]=[CH:5][CH:6]=[CH:7][C:2]=1[Cl:1])[CH3:9])[CH3:18], predict the reactants needed to synthesize it. The reactants are: [Cl:1][C:2]1[CH:7]=[CH:6][CH:5]=[CH:4][C:3]=1[C:8](=O)[CH3:9].[C:11]([CH2:13][C:14]([O:16][CH2:17][CH3:18])=[O:15])#[N:12].C([O-])(=O)C.[NH4+]. (6) Given the product [CH2:1]([O:8][C:9](=[O:29])[NH:10][C@@H:11]([CH3:28])[CH2:12][N:13]1[C:21]2[C:16](=[CH:17][CH:18]=[C:19]3[O:24][C:23]([CH2:25][N:26]4[CH2:44][CH2:45][N:40]([C:35]5[CH:36]=[CH:37][CH:38]=[CH:39][N:34]=5)[CH2:41][CH2:42]4)=[CH:22][C:20]3=2)[CH:15]=[N:14]1)[C:2]1[CH:3]=[CH:4][CH:5]=[CH:6][CH:7]=1, predict the reactants needed to synthesize it. The reactants are: [CH2:1]([O:8][C:9](=[O:29])[NH:10][C@@H:11]([CH3:28])[CH2:12][N:13]1[C:21]2[C:16](=[CH:17][CH:18]=[C:19]3[O:24][C:23]([C:25](=O)[NH2:26])=[CH:22][C:20]3=2)[CH:15]=[N:14]1)[C:2]1[CH:7]=[CH:6][CH:5]=[CH:4][CH:3]=1.S(Cl)(Cl)=O.[N:34]1[CH:39]=[CH:38][CH:37]=[CH:36][C:35]=1[N:40]1[CH2:45][CH2:44]N[CH2:42][CH2:41]1.